From a dataset of CYP2C9 inhibition data for predicting drug metabolism from PubChem BioAssay. Regression/Classification. Given a drug SMILES string, predict its absorption, distribution, metabolism, or excretion properties. Task type varies by dataset: regression for continuous measurements (e.g., permeability, clearance, half-life) or binary classification for categorical outcomes (e.g., BBB penetration, CYP inhibition). Dataset: cyp2c9_veith. (1) The drug is CC[C@@H]1CN2CCc3cc(OC)c(OC)cc3[C@H]2C[C@@H]1C[C@@H]1NCCc2cc(OC)c(OC)cc21. The result is 0 (non-inhibitor). (2) The compound is O=C1[C@H]2CC[C@@H]3/C(=N\OCc4ccccc4)C[C@@H](O)[C@@H](O)[C@@H]3[C@@H]2C(=O)N1C1CCCCC1. The result is 0 (non-inhibitor).